This data is from Peptide-MHC class I binding affinity with 185,985 pairs from IEDB/IMGT. The task is: Regression. Given a peptide amino acid sequence and an MHC pseudo amino acid sequence, predict their binding affinity value. This is MHC class I binding data. The peptide sequence is AIVCRFDTR. The MHC is HLA-A11:01 with pseudo-sequence HLA-A11:01. The binding affinity (normalized) is 0.344.